Predict the reactants needed to synthesize the given product. From a dataset of Full USPTO retrosynthesis dataset with 1.9M reactions from patents (1976-2016). (1) Given the product [CH2:38]([O:45][C:46]1[CH:47]=[CH:48][C:49]([NH:50][C:13]2[N:12]=[CH:11][N:15]=[C:9]([O:8][C:7]3[CH:6]=[CH:5][C:4]([NH:24][C:25](=[O:37])[CH3:26])=[CH:3][C:2]=3[F:1])[CH:14]=2)=[CH:51][CH:52]=1)[C:39]1[CH:40]=[CH:41][CH:42]=[CH:43][CH:44]=1, predict the reactants needed to synthesize it. The reactants are: [F:1][C:2]1[CH:3]=[C:4]([NH:24][C:25](=[O:37])[CH2:26]C(NC2C=CC(F)=CC=2)=O)[CH:5]=[CH:6][C:7]=1[O:8][C:9]1[CH:14]=[CH:13][N:12]=[C:11]([NH:15]CCN2CCOCC2)C=1.[CH2:38]([O:45][C:46]1[CH:52]=[CH:51][C:49]([NH2:50])=[CH:48][CH:47]=1)[C:39]1[CH:44]=[CH:43][CH:42]=[CH:41][CH:40]=1.COCCOCCOC. (2) Given the product [Cl:1][C:2]1[CH:3]=[C:4]2[C:8](=[CH:9][CH:10]=1)[N:7]([C:11]1[N:15]([CH3:16])[N:14]=[C:13]([CH3:17])[C:12]=1/[CH:18]=[CH:19]/[C:20]([NH:22][S:23]([N:26]1[CH2:27][CH2:28][C:29](=[O:30])[CH2:34][CH2:35]1)(=[O:25])=[O:24])=[O:21])[CH:6]=[CH:5]2, predict the reactants needed to synthesize it. The reactants are: [Cl:1][C:2]1[CH:3]=[C:4]2[C:8](=[CH:9][CH:10]=1)[N:7]([C:11]1[N:15]([CH3:16])[N:14]=[C:13]([CH3:17])[C:12]=1/[CH:18]=[CH:19]/[C:20]([NH:22][S:23]([N:26]1[CH2:35][CH2:34][C:29]3(OCC[O:30]3)[CH2:28][CH2:27]1)(=[O:25])=[O:24])=[O:21])[CH:6]=[CH:5]2.Cl.O. (3) Given the product [C:1]([C@H:5]1[CH2:10][CH2:9][C@H:8]([O:11][C:12]2[CH:13]=[C:14]3[C:19](=[CH:20][CH:21]=2)[CH:18]=[C:17]([CH2:22][N:23]([CH2:24][CH3:25])[CH2:28][CH2:27][C:26]([O:30][CH3:31])=[O:29])[CH:16]=[CH:15]3)[CH2:7][CH2:6]1)([CH3:4])([CH3:2])[CH3:3], predict the reactants needed to synthesize it. The reactants are: [C:1]([C@H:5]1[CH2:10][CH2:9][C@H:8]([O:11][C:12]2[CH:13]=[C:14]3[C:19](=[CH:20][CH:21]=2)[CH:18]=[C:17]([CH2:22][NH:23][CH2:24][CH3:25])[CH:16]=[CH:15]3)[CH2:7][CH2:6]1)([CH3:4])([CH3:3])[CH3:2].[C:26]([O:30][CH3:31])(=[O:29])[CH:27]=[CH2:28]. (4) Given the product [CH:17]1([N:20]2[CH2:25][C:24]3([CH2:30][CH2:29][N:28]([S:31]([C:34]4[CH:35]=[CH:36][C:37]([C:2]5[CH:3]=[C:4]6[C:8](=[CH:9][CH:10]=5)[N:7]([CH3:11])[N:6]=[C:5]6[NH:12][S:13]([CH3:16])(=[O:15])=[O:14])=[CH:38][CH:39]=4)(=[O:32])=[O:33])[CH2:27][CH2:26]3)[O:23][CH2:22][C:21]2=[O:49])[CH2:18][CH2:19]1, predict the reactants needed to synthesize it. The reactants are: Br[C:2]1[CH:3]=[C:4]2[C:8](=[CH:9][CH:10]=1)[N:7]([CH3:11])[N:6]=[C:5]2[NH:12][S:13]([CH3:16])(=[O:15])=[O:14].[CH:17]1([N:20]2[CH2:25][C:24]3([CH2:30][CH2:29][N:28]([S:31]([C:34]4[CH:39]=[CH:38][C:37](B5OC(C)(C)C(C)(C)O5)=[CH:36][CH:35]=4)(=[O:33])=[O:32])[CH2:27][CH2:26]3)[O:23][CH2:22][C:21]2=[O:49])[CH2:19][CH2:18]1.